Task: Predict which catalyst facilitates the given reaction.. Dataset: Catalyst prediction with 721,799 reactions and 888 catalyst types from USPTO Reactant: N12CCN(CC1)CC2.[C:9]1([SH:15])[CH:14]=[CH:13][CH:12]=[CH:11][CH:10]=1.[C:16]([O:20][C:21]1[CH:26]=[CH:25][C:24]([C:27]2[CH:32]=[CH:31][CH:30]=[CH:29][CH:28]=2)=[CH:23][CH:22]=1)(=[O:19])[C:17]#[CH:18].[OH-].[Na+]. Product: [C:9]1([S:15][CH:18]=[CH:17][C:16]([O:20][C:21]2[CH:26]=[CH:25][C:24]([C:27]3[CH:32]=[CH:31][CH:30]=[CH:29][CH:28]=3)=[CH:23][CH:22]=2)=[O:19])[CH:14]=[CH:13][CH:12]=[CH:11][CH:10]=1. The catalyst class is: 1.